From a dataset of Reaction yield outcomes from USPTO patents with 853,638 reactions. Predict the reaction yield, written as a fraction of the theoretical maximum amount of product (1.0 means a 100% yield; for example, 0.34 means a 34% yield). (1) The product is [C:1]1([N:7]2[CH2:12][CH2:11][NH:10][CH2:9][CH2:8]2)[CH:6]=[CH:5][CH:4]=[CH:3][CH:2]=1. The catalyst is C(Cl)Cl.C(O)(C(F)(F)F)=O. The reactants are [C:1]1([N:7]2[CH2:12][CH2:11][N:10](C(OC(C)(C)C)=O)[CH2:9][CH2:8]2)[CH:6]=[CH:5][CH:4]=[CH:3][CH:2]=1.[OH-].[Na+]. The yield is 0.970. (2) The reactants are [Br:1][C:2]1[CH:3]=[CH:4][C:5]2[C:9]([CH:10]=1)=[N:8][N:7]([C:11]1[CH:16]=[CH:15][C:14]([F:17])=[CH:13][CH:12]=1)[C:6]=2[C:18]#[N:19].[OH-:20].[Na+]. The catalyst is C(O)C.O. The product is [Br:1][C:2]1[CH:3]=[CH:4][C:5]2[C:9]([CH:10]=1)=[N:8][N:7]([C:11]1[CH:12]=[CH:13][C:14]([F:17])=[CH:15][CH:16]=1)[C:6]=2[C:18]([NH2:19])=[O:20]. The yield is 0.940. (3) The reactants are [OH:1][C@H:2]1[C:10]2[C:5](=[CH:6][CH:7]=[CH:8][CH:9]=2)[CH2:4][C@:3]1([CH2:20][C:21]1[CH:29]=[CH:28][C:24]([C:25]([OH:27])=[O:26])=[CH:23][CH:22]=1)[C:11]1[CH2:12][C:13]2[C:18]([CH:19]=1)=[CH:17][CH:16]=[CH:15][CH:14]=2.C1CCC(N=C=NC2CCCCC2)CC1.C1C2C(COC([NH:62][C@H:63]([C:68](O)=[O:69])[CH2:64][CH:65]([CH3:67])[CH3:66])=O)C3C(=CC=CC=3)C=2C=CC=1. The catalyst is CN(C1C=CN=CC=1)C.C(OCC)(=O)C. The product is [NH2:62][C@H:63]([C:68]([O:1][C@H:2]1[C:10]2[C:5](=[CH:6][CH:7]=[CH:8][CH:9]=2)[CH2:4][C@:3]1([CH2:20][C:21]1[CH:29]=[CH:28][C:24]([C:25]([OH:27])=[O:26])=[CH:23][CH:22]=1)[C:11]1[CH2:12][C:13]2[C:18]([CH:19]=1)=[CH:17][CH:16]=[CH:15][CH:14]=2)=[O:69])[CH2:64][CH:65]([CH3:67])[CH3:66]. The yield is 0.490. (4) The yield is 0.660. The reactants are [CH3:1][C:2]1[CH:11]=[CH:10][C:9]2[C:4](=[C:5]([NH:12][C:13](=[O:15])[CH3:14])[CH:6]=[CH:7][CH:8]=2)[N:3]=1. The catalyst is [Pt](=O)=O. The product is [CH3:1][C:2]1[CH:11]=[CH:10][C:9]2[CH2:8][CH2:7][CH2:6][CH:5]([NH:12][C:13](=[O:15])[CH3:14])[C:4]=2[N:3]=1. (5) The reactants are [CH3:1][O:2][C:3]1[CH:4]=[C:5]2[C:10](=[CH:11][C:12]=1[O:13][CH3:14])[N:9]=[CH:8][CH:7]=[C:6]2[O:15][C:16]1[CH:17]=[C:18]([O:26][CH3:27])[C:19]([CH2:22][C:23]([OH:25])=O)=[N:20][CH:21]=1.[CH3:28][C:29]1[S:33][C:32]([NH:34][CH3:35])=[N:31][CH:30]=1. The catalyst is CC(N(C)C)=O. The product is [CH3:35][N:34]([C:32]1[S:33][C:29]([CH3:28])=[CH:30][N:31]=1)[C:23](=[O:25])[CH2:22][C:19]1[C:18]([O:26][CH3:27])=[CH:17][C:16]([O:15][C:6]2[C:5]3[C:10](=[CH:11][C:12]([O:13][CH3:14])=[C:3]([O:2][CH3:1])[CH:4]=3)[N:9]=[CH:8][CH:7]=2)=[CH:21][N:20]=1. The yield is 0.460. (6) The product is [NH2:34][C:30]1([C:27]2[CH:26]=[CH:25][C:24]([C:16]3[O:15][C:5]4[N:6]=[C:7]([N:9]([CH3:10])[CH3:14])[N:8]=[C:3]([O:2][CH3:1])[C:4]=4[C:17]=3[C:18]3[CH:19]=[CH:20][CH:21]=[CH:22][CH:23]=3)=[CH:29][CH:28]=2)[CH2:31][CH2:32][CH2:33]1. The yield is 0.620. The reactants are [CH3:1][O:2][C:3]1[C:4]2[C:17]([C:18]3[CH:23]=[CH:22][CH:21]=[CH:20][CH:19]=3)=[C:16]([C:24]3[CH:29]=[CH:28][C:27]([C:30]4([NH:34]C(=O)OC(C)(C)C)[CH2:33][CH2:32][CH2:31]4)=[CH:26][CH:25]=3)[O:15][C:5]=2[N:6]=[C:7]([N:9]2[CH2:14]COC[CH2:10]2)[N:8]=1.C(O)(C(F)(F)F)=O. The catalyst is C(Cl)Cl.